The task is: Predict the product of the given reaction.. This data is from Forward reaction prediction with 1.9M reactions from USPTO patents (1976-2016). Given the reactants [CH2:1]([O:3][C:4]([C:6]1[N:7]=[C:8]([N:11]2[CH2:16][CH2:15][CH:14]([OH:17])CC2)[S:9][CH:10]=1)=[O:5])[CH3:2].[Si:18](Cl)([C:21]([CH3:24])([CH3:23])[CH3:22])([CH3:20])[CH3:19].N1C=CN=C1.C(O)C, predict the reaction product. The product is: [Si:18]([O:17][CH:14]1[N:11]([C:8]2[S:9][CH:10]=[C:6]([C:4]([O:3][CH2:1][CH3:2])=[O:5])[N:7]=2)[CH2:16][CH2:15]1)([C:21]([CH3:24])([CH3:23])[CH3:22])([CH3:20])[CH3:19].